Dataset: Full USPTO retrosynthesis dataset with 1.9M reactions from patents (1976-2016). Task: Predict the reactants needed to synthesize the given product. (1) Given the product [CH2:1]([N:8]1[C@H:13]([CH3:14])[CH2:12][O:11][C:10]([CH2:16][CH:17]([OH:18])[CH3:20])([CH3:15])[C:9]1=[O:19])[C:2]1[CH:3]=[CH:4][CH:5]=[CH:6][CH:7]=1, predict the reactants needed to synthesize it. The reactants are: [CH2:1]([N:8]1[C@H:13]([CH3:14])[CH2:12][O:11][C:10]([CH2:16][CH:17]=[O:18])([CH3:15])[C:9]1=[O:19])[C:2]1[CH:7]=[CH:6][CH:5]=[CH:4][CH:3]=1.[CH3:20][Mg]Br.[Cl-].[NH4+]. (2) Given the product [F:1][C:2]1[CH:15]=[CH:14][C:5]([O:6][C:7]2[CH:12]=[CH:11][C:10]([I:25])=[CH:9][CH:8]=2)=[CH:4][CH:3]=1, predict the reactants needed to synthesize it. The reactants are: [F:1][C:2]1[CH:15]=[CH:14][C:5]([O:6][C:7]2[CH:12]=[CH:11][C:10](N)=[CH:9][CH:8]=2)=[CH:4][CH:3]=1.S(=O)(=O)(O)O.N([O-])=O.[Na+].[I-:25].[Na+]. (3) Given the product [Cl:3][C:4]1[CH:5]=[C:6]([C:10]2[N:14]([C:15]3[CH:16]=[N:17][CH:18]=[CH:19][CH:20]=3)[N:13]=[C:12]([CH3:21])[C:11]=2[CH2:22][C:23]([OH:25])=[O:24])[CH:7]=[CH:8][CH:9]=1, predict the reactants needed to synthesize it. The reactants are: [OH-].[Na+].[Cl:3][C:4]1[CH:5]=[C:6]([C:10]2[N:14]([C:15]3[CH:16]=[N:17][CH:18]=[CH:19][CH:20]=3)[N:13]=[C:12]([CH3:21])[C:11]=2[CH2:22][C:23]([O:25]C)=[O:24])[CH:7]=[CH:8][CH:9]=1. (4) Given the product [NH2:1][C:2]1[C:3]([C:9]#[C:10][C:11]2[CH:12]=[C:13]([OH:17])[CH:14]=[CH:15][CH:16]=2)=[N:4][C:5]([C:26]2[CH:31]=[CH:30][C:29]([S:32]([CH:35]3[CH2:40][CH2:39][O:38][CH2:37][CH2:36]3)(=[O:33])=[O:34])=[CH:28][CH:27]=2)=[CH:6][N:7]=1, predict the reactants needed to synthesize it. The reactants are: [NH2:1][C:2]1[C:3]([C:9]#[C:10][C:11]2[CH:12]=[C:13]([OH:17])[CH:14]=[CH:15][CH:16]=2)=[N:4][C:5](Br)=[CH:6][N:7]=1.CC1(C)C(C)(C)OB([C:26]2[CH:31]=[CH:30][C:29]([S:32]([CH:35]3[CH2:40][CH2:39][O:38][CH2:37][CH2:36]3)(=[O:34])=[O:33])=[CH:28][CH:27]=2)O1.[O-]P([O-])([O-])=O.[K+].[K+].[K+].O. (5) The reactants are: [F:1][C:2]1[CH:3]=[C:4]([CH:38]=[CH:39][C:40]=1[O:41][CH3:42])[CH2:5][N:6]1[C:11]2[CH:12]=[C:13]([C:15]3[CH:20]=[CH:19][C:18]([F:21])=[CH:17][C:16]=3[CH3:22])[S:14][C:10]=2[C:9](=[O:23])[N:8]([CH:24]2[CH2:29][CH2:28][N:27](C(OC(C)(C)C)=O)[CH2:26][CH2:25]2)[C:7]1=[O:37].[ClH:43]. Given the product [ClH:43].[F:1][C:2]1[CH:3]=[C:4]([CH:38]=[CH:39][C:40]=1[O:41][CH3:42])[CH2:5][N:6]1[C:11]2[CH:12]=[C:13]([C:15]3[CH:20]=[CH:19][C:18]([F:21])=[CH:17][C:16]=3[CH3:22])[S:14][C:10]=2[C:9](=[O:23])[N:8]([CH:24]2[CH2:25][CH2:26][NH:27][CH2:28][CH2:29]2)[C:7]1=[O:37], predict the reactants needed to synthesize it.